This data is from Reaction yield outcomes from USPTO patents with 853,638 reactions. The task is: Predict the reaction yield, written as a fraction of the theoretical maximum amount of product (1.0 means a 100% yield; for example, 0.34 means a 34% yield). (1) The reactants are [NH:1]1[C:9]2[C:4](=[CH:5][C:6]([CH2:10][CH:11]([NH:15][C:16]([N:18]3[CH2:23][CH2:22][CH:21]([N:24]4[CH2:33][C:32]5[C:27](=[CH:28][CH:29]=[CH:30][CH:31]=5)[NH:26][C:25]4=[O:34])[CH2:20][CH2:19]3)=[O:17])[C:12](O)=[O:13])=[CH:7][CH:8]=2)[CH:3]=[N:2]1.C(N(CC)C(C)C)(C)C.[O:44]1[C:48]2([CH2:53][CH2:52][NH:51][CH2:50][CH2:49]2)[O:47][CH2:46][CH2:45]1.C1CN([P+](ON2N=NC3C=CC=CC2=3)(N2CCCC2)N2CCCC2)CC1.F[P-](F)(F)(F)(F)F. The catalyst is CN(C)C=O.C(Cl)Cl. The product is [O:44]1[C:48]2([CH2:53][CH2:52][N:51]([C:12](=[O:13])[CH:11]([NH:15][C:16]([N:18]3[CH2:23][CH2:22][CH:21]([N:24]4[CH2:33][C:32]5[C:27](=[CH:28][CH:29]=[CH:30][CH:31]=5)[NH:26][C:25]4=[O:34])[CH2:20][CH2:19]3)=[O:17])[CH2:10][C:6]3[CH:7]=[C:8]4[C:3](=[CH:4][CH:5]=3)[NH:2][N:1]=[CH:9]4)[CH2:50][CH2:49]2)[O:47][CH2:46][CH2:45]1. The yield is 0.560. (2) The reactants are C([O:8][C:9]1[CH:18]=[C:17]2[C:12]([C:13]([O:19][C:20]3[CH:21]=[CH:22][C:23]4[NH:28][CH2:27][CH2:26][O:25][C:24]=4[CH:29]=3)=[CH:14][CH:15]=[N:16]2)=[CH:11][C:10]=1[O:30][CH3:31])C1C=CC=CC=1. The catalyst is C(O)C.[Pd]. The product is [O:25]1[CH2:26][CH2:27][NH:28][C:23]2[CH:22]=[CH:21][C:20]([O:19][C:13]3[C:12]4[C:17](=[CH:18][C:9]([OH:8])=[C:10]([O:30][CH3:31])[CH:11]=4)[N:16]=[CH:15][CH:14]=3)=[CH:29][C:24]1=2. The yield is 1.02. (3) The reactants are O(P(O[C:18]1[N:19]([C:24]([O:26][C:27]([CH3:30])([CH3:29])[CH3:28])=[O:25])[CH2:20][CH2:21][O:22][CH:23]=1)(OC1C=CC=CC=1)=O)C1C=CC=CC=1.[CH3:31][O:32][C:33]1[CH:34]=[C:35](B(O)O)[CH:36]=[N:37][CH:38]=1. No catalyst specified. The product is [CH3:31][O:32][C:33]1[CH:34]=[C:35]([C:18]2[N:19]([C:24]([O:26][C:27]([CH3:28])([CH3:29])[CH3:30])=[O:25])[CH2:20][CH2:21][O:22][CH:23]=2)[CH:36]=[N:37][CH:38]=1. The yield is 0.450. (4) The reactants are [CH3:1][N:2]1C2C(=CC=CC=2)C=C1CNC.[CH3:14][N:15]1[C:19]2=[N:20][CH:21]=[CH:22][CH:23]=[C:18]2[C:17]([CH:24]=O)=[CH:16]1.CN1C2C(=CC=CC=2)C(C)=C1C=O. No catalyst specified. The product is [CH3:14][N:15]1[C:19]2=[N:20][CH:21]=[CH:22][CH:23]=[C:18]2[C:17]([CH2:24][NH:2][CH3:1])=[CH:16]1. The yield is 0.450. (5) The reactants are [Cl:1][C:2]1[C:3]([OH:36])=[C:4]([CH:8]=[C:9]([C:11]2[CH:12]=[C:13]3[C:19]([C:20]4[CH:25]=[CH:24][CH:23]=[CH:22][C:21]=4[O:26][CH3:27])=[N:18][N:17](COCC[Si](C)(C)C)[C:14]3=[N:15][CH:16]=2)[CH:10]=1)[C:5]([OH:7])=[O:6].Cl(O)(=O)(=O)=O.O. The catalyst is C(O)(=O)C. The product is [Cl:1][C:2]1[C:3]([OH:36])=[C:4]([CH:8]=[C:9]([C:11]2[CH:12]=[C:13]3[C:19]([C:20]4[CH:25]=[CH:24][CH:23]=[CH:22][C:21]=4[O:26][CH3:27])=[N:18][NH:17][C:14]3=[N:15][CH:16]=2)[CH:10]=1)[C:5]([OH:7])=[O:6]. The yield is 0.640.